Dataset: Reaction yield outcomes from USPTO patents with 853,638 reactions. Task: Predict the reaction yield, written as a fraction of the theoretical maximum amount of product (1.0 means a 100% yield; for example, 0.34 means a 34% yield). (1) The reactants are C1(C)C=CC(S([CH2:10][N+:11]#[C-:12])(=O)=O)=CC=1.[C:14]([O:19][CH3:20])(=[O:18])/[CH:15]=[CH:16]/[CH3:17].CC(C)([O-])C.[K+]. No catalyst specified. The product is [CH3:17][C:16]1[C:15]([C:14]([O:19][CH3:20])=[O:18])=[CH:10][NH:11][CH:12]=1. The yield is 0.250. (2) The reactants are [CH3:1][O:2][C:3]1[CH:4]=[C:5]2[C:10](=[CH:11][C:12]=1[O:13][CH3:14])[N:9]=[CH:8][N:7]=[C:6]2[O:15][C:16]1[CH:22]=[CH:21][C:19]([NH2:20])=[CH:18][CH:17]=1.ClC(Cl)(O[C:27](=[O:33])OC(Cl)(Cl)Cl)Cl.[CH2:35]([NH2:38])[CH2:36][CH3:37].CO. The catalyst is C(Cl)(Cl)Cl.C(N(CC)CC)C. The product is [CH3:1][O:2][C:3]1[CH:4]=[C:5]2[C:10](=[CH:11][C:12]=1[O:13][CH3:14])[N:9]=[CH:8][N:7]=[C:6]2[O:15][C:16]1[CH:22]=[CH:21][C:19]([NH:20][C:27]([NH:38][CH2:35][CH2:36][CH3:37])=[O:33])=[CH:18][CH:17]=1. The yield is 0.470. (3) The reactants are [NH2:1][C@H:2]1[CH2:7][CH2:6][C@H:5]([NH:8][C:9]2[N:18]=[CH:17][C:16]3[C:11](=[CH:12][C:13]([C:19]([NH:21][CH2:22][C:23]4[CH:28]=[CH:27][CH:26]=[CH:25][CH:24]=4)=[O:20])=[CH:14][CH:15]=3)[N:10]=2)[CH2:4][CH2:3]1.[C:29](Cl)(=[O:31])C.C(N([CH2:38][CH3:39])CC)C.Cl[CH:41](Cl)C.C(COC)OC. No catalyst specified. The product is [CH2:22]([NH:21][C:19]([C:13]1[CH:12]=[C:11]2[C:16]([CH:17]=[N:18][C:9]([NH:8][C@H:5]3[CH2:4][CH2:3][C@H:2]([NH:1][C:29](=[O:31])[CH:38]([CH3:39])[CH3:41])[CH2:7][CH2:6]3)=[N:10]2)=[CH:15][CH:14]=1)=[O:20])[C:23]1[CH:24]=[CH:25][CH:26]=[CH:27][CH:28]=1. The yield is 0.0950.